From a dataset of Catalyst prediction with 721,799 reactions and 888 catalyst types from USPTO. Predict which catalyst facilitates the given reaction. (1) The catalyst class is: 2. Reactant: [CH3:1][N:2]1[C:10]2[C:5](=[CH:6][C:7]([C:11]3[N:16]=[C:15]([OH:17])[CH:14]=[CH:13][N:12]=3)=[CH:8][CH:9]=2)[CH:4]=[N:3]1.C(N(CC)CC)C.[F:25][C:26]([F:39])([F:38])[S:27](O[S:27]([C:26]([F:39])([F:38])[F:25])(=[O:29])=[O:28])(=[O:29])=[O:28]. Product: [F:25][C:26]([F:39])([F:38])[S:27]([O:17][C:15]1[CH:14]=[CH:13][N:12]=[C:11]([C:7]2[CH:6]=[C:5]3[C:10](=[CH:9][CH:8]=2)[N:2]([CH3:1])[N:3]=[CH:4]3)[N:16]=1)(=[O:29])=[O:28]. (2) Reactant: [CH2:1]([O:3][C:4]1[CH:5]=[C:6]([CH:12]=[CH:13][C:14]=1[N+:15]([O-])=O)[C:7]([NH:9][CH2:10][CH3:11])=[O:8])[CH3:2]. Product: [NH2:15][C:14]1[CH:13]=[CH:12][C:6]([C:7]([NH:9][CH2:10][CH3:11])=[O:8])=[CH:5][C:4]=1[O:3][CH2:1][CH3:2]. The catalyst class is: 29. (3) The catalyst class is: 79. Product: [S:1]([O:12][CH:13]1[CH2:17][C:16]2([CH2:22][CH2:21][N:20]([C:23]([O:25][C:26]([CH3:27])([CH3:28])[CH3:29])=[O:24])[CH2:19]2)[O:15][CH2:14]1)([C:4]1[CH:10]=[CH:9][C:7]([CH3:8])=[CH:6][CH:5]=1)(=[O:3])=[O:2]. Reactant: [S:1](Cl)([C:4]1[CH:10]=[CH:9][C:7]([CH3:8])=[CH:6][CH:5]=1)(=[O:3])=[O:2].[OH:12][CH:13]1[CH2:17][C:16]2([CH2:22][CH2:21][N:20]([C:23]([O:25][C:26]([CH3:29])([CH3:28])[CH3:27])=[O:24])[CH2:19]C2)[O:15][CH2:14]1.